From a dataset of Reaction yield outcomes from USPTO patents with 853,638 reactions. Predict the reaction yield, written as a fraction of the theoretical maximum amount of product (1.0 means a 100% yield; for example, 0.34 means a 34% yield). (1) The reactants are [CH2:1]([S:4](Cl)(=[O:6])=[O:5])[CH2:2]C.[CH2:8]([O:15][C@H:16]1[CH2:20][CH2:19][CH2:18][C@@H:17]1[NH2:21])[C:9]1[CH:14]=[CH:13][CH:12]=[CH:11][CH:10]=1.[CH2:22]1CCN2C(=NCCC2)CC1. The catalyst is C(Cl)Cl. The product is [CH3:22][CH:1]([S:4]([NH:21][CH:17]1[CH2:18][CH2:19][CH2:20][CH:16]1[O:15][CH2:8][C:9]1[CH:14]=[CH:13][CH:12]=[CH:11][CH:10]=1)(=[O:5])=[O:6])[CH3:2]. The yield is 0.950. (2) The reactants are [Cl:1][C:2]1[CH:3]=[C:4]2[C:10]([C:11]3[N:16]=[C:15]([NH:17][C@H:18]4[CH2:23][CH2:22][CH2:21][CH2:20][C@@H:19]4[NH2:24])[C:14]([F:25])=[CH:13][N:12]=3)=[CH:9][N:8](S(C3C=CC(C)=CC=3)(=O)=O)[C:5]2=[N:6][CH:7]=1.CCN(C(C)C)C(C)C.[C:45](Cl)(=[O:47])[CH3:46].[Li+].[OH-]. The catalyst is ClCCl.CCOC(C)=O.O. The product is [Cl:1][C:2]1[CH:3]=[C:4]2[C:10]([C:11]3[N:16]=[C:15]([NH:17][C@H:18]4[CH2:23][CH2:22][CH2:21][CH2:20][C@@H:19]4[NH:24][C:45](=[O:47])[CH3:46])[C:14]([F:25])=[CH:13][N:12]=3)=[CH:9][NH:8][C:5]2=[N:6][CH:7]=1. The yield is 0.440.